The task is: Predict which catalyst facilitates the given reaction.. This data is from Catalyst prediction with 721,799 reactions and 888 catalyst types from USPTO. (1) Reactant: [N:1]1([C:7](OC(C)(C)C)=O)[CH2:6][CH2:5][NH:4][CH2:3][CH2:2]1.[Br:14][C:15]1[CH:16]=[C:17]([Cl:22])C(Cl)=[N:19][CH:20]=1.CCN(C(C)C)C(C)C.C(O)(C(F)(F)F)=O. Product: [Br:14][C:15]1[CH:16]=[C:17]([Cl:22])[C:7]([N:1]2[CH2:2][CH2:3][NH:4][CH2:5][CH2:6]2)=[N:19][CH:20]=1. The catalyst class is: 2. (2) Reactant: [N+:1]([C:4]1[CH:5]=[C:6]([C:11]2[CH:16]=[CH:15][CH:14]=[CH:13][C:12]=2[C:17]([F:20])([F:19])[F:18])[CH:7]=[CH:8][C:9]=1[NH2:10])([O-:3])=[O:2].[Br:21]Br. Product: [Br:21][C:8]1[CH:7]=[C:6]([C:11]2[CH:16]=[CH:15][CH:14]=[CH:13][C:12]=2[C:17]([F:18])([F:19])[F:20])[CH:5]=[C:4]([N+:1]([O-:3])=[O:2])[C:9]=1[NH2:10]. The catalyst class is: 15. (3) Reactant: [CH2:1]([O:3][C:4]([C:6]1[C:7]2[CH:14]=[CH:13][C:12]([O:15][C:16]3[CH:21]=[C:20](Cl)[N:19]=[C:18]([NH2:23])[N:17]=3)=[CH:11][C:8]=2[S:9][CH:10]=1)=[O:5])[CH3:2].N1C=CC=CC=1. Product: [CH2:1]([O:3][C:4]([C:6]1[C:7]2[CH:14]=[CH:13][C:12]([O:15][C:16]3[CH:21]=[CH:20][N:19]=[C:18]([NH2:23])[N:17]=3)=[CH:11][C:8]=2[S:9][CH:10]=1)=[O:5])[CH3:2]. The catalyst class is: 123. (4) Reactant: C[CH:2]([CH2:16][C:17]1[CH:18]=[N:19][C:20]([N:23]2[CH:27]=[C:26]([C:28]([F:31])([F:30])[F:29])[CH:25]=[N:24]2)=[CH:21][CH:22]=1)[CH2:3][CH2:4]NC1C=CC(C(OC)=O)=CN=1.[OH-:32].[Na+].CN(C(O[N:42]1N=N[C:44]2[CH:45]=[CH:46][CH:47]=[N:48][C:43]1=2)=[N+](C)C)C.F[P-](F)(F)(F)(F)F.C([N:61]([CH2:65]C)[CH:62]([CH3:64])C)(C)C.Cl.NCC[C:71]([O:73][CH3:74])=[O:72].[CH3:75]O. Product: [CH3:75][CH:3]([CH3:4])[CH2:2][CH:16]([NH:42][C:43]1[CH:44]=[CH:45][C:46]([C:65]([NH:61][CH2:62][CH2:64][C:71]([O:73][CH3:74])=[O:72])=[O:32])=[CH:47][N:48]=1)[C:17]1[CH:18]=[N:19][C:20]([N:23]2[CH:27]=[C:26]([C:28]([F:29])([F:30])[F:31])[CH:25]=[N:24]2)=[CH:21][CH:22]=1. The catalyst class is: 170. (5) Reactant: [CH:1]1([CH2:7][C@H:8]([N:12]2[CH2:20][C:19]3[C:14](=[CH:15][CH:16]=[CH:17][CH:18]=3)[C:13]2=[O:21])[C:9](O)=[O:10])[CH2:6][CH2:5][CH2:4][CH2:3][CH2:2]1.[CH3:22][O:23][CH2:24][CH2:25][N:26]1[CH:30]=[CH:29][C:28]([NH2:31])=[N:27]1.F[P-](F)(F)(F)(F)F.N1(O[P+](N(C)C)(N(C)C)N(C)C)C2C=CC=CC=2N=N1.C(N(CC)C(C)C)(C)C. Product: [CH:1]1([CH2:7][C@H:8]([N:12]2[CH2:20][C:19]3[C:14](=[CH:15][CH:16]=[CH:17][CH:18]=3)[C:13]2=[O:21])[C:9]([NH:31][C:28]2[CH:29]=[CH:30][N:26]([CH2:25][CH2:24][O:23][CH3:22])[N:27]=2)=[O:10])[CH2:6][CH2:5][CH2:4][CH2:3][CH2:2]1. The catalyst class is: 2. (6) Reactant: I[C:2]1[CH:17]=[CH:16][CH:15]=[CH:14][C:3]=1[C:4]([NH:6][CH2:7][CH2:8][N:9]([CH2:12][CH3:13])[CH2:10][CH3:11])=[O:5].[F:18][C:19]([F:29])([F:28])[O:20][C:21]1[CH:27]=[CH:26][C:24]([NH2:25])=[CH:23][CH:22]=1.N1CCC[C@H]1C(O)=O.C([O-])([O-])=O.[K+].[K+]. Product: [CH2:10]([N:9]([CH2:12][CH3:13])[CH2:8][CH2:7][NH:6][C:4](=[O:5])[C:3]1[CH:14]=[CH:15][CH:16]=[CH:17][C:2]=1[NH:25][C:24]1[CH:26]=[CH:27][C:21]([O:20][C:19]([F:18])([F:28])[F:29])=[CH:22][CH:23]=1)[CH3:11]. The catalyst class is: 156. (7) Reactant: [Cl:1][C:2]1[CH:7]=[C:6]([CH2:8][CH2:9][CH2:10][OH:11])[C:5]([C:12]#[N:13])=[CH:4][C:3]=1[NH:14][C:15]1[N:20]=[C:19]([N:21]([CH:31]2[CH2:33][CH2:32]2)[CH2:22][C:23]2[CH:28]=[CH:27][C:26]([O:29][CH3:30])=[CH:25][CH:24]=2)[C:18]2=[N:34][CH:35]=[C:36]([C:37]#[N:38])[N:17]2[N:16]=1.CC(OI1(OC(C)=O)(OC(C)=O)OC(=O)C2C=CC=CC1=2)=O. Product: [Cl:1][C:2]1[CH:7]=[C:6]([CH2:8][CH2:9][CH:10]=[O:11])[C:5]([C:12]#[N:13])=[CH:4][C:3]=1[NH:14][C:15]1[N:20]=[C:19]([N:21]([CH:31]2[CH2:32][CH2:33]2)[CH2:22][C:23]2[CH:28]=[CH:27][C:26]([O:29][CH3:30])=[CH:25][CH:24]=2)[C:18]2=[N:34][CH:35]=[C:36]([C:37]#[N:38])[N:17]2[N:16]=1. The catalyst class is: 2. (8) Product: [N+:1]([C:4]1[CH:5]=[C:6]([N:7]([CH3:8])[C:12](=[O:14])[CH3:13])[CH:9]=[CH:10][CH:11]=1)([O-:3])=[O:2]. Reactant: [N+:1]([C:4]1[CH:5]=[C:6]([CH:9]=[CH:10][CH:11]=1)[NH:7][CH3:8])([O-:3])=[O:2].[C:12](Cl)(=[O:14])[CH3:13].CCN(C(C)C)C(C)C. The catalyst class is: 808. (9) Reactant: [NH2:1][CH2:2][CH2:3][C@H:4]([NH:12][C:13]1[N:18]=[C:17]([N:19]([CH3:32])[C:20]2[CH:25]=[CH:24][N:23]=[C:22]([C:26]3[CH:31]=[CH:30][CH:29]=[CH:28][CH:27]=3)[N:21]=2)[CH:16]=[CH:15][N:14]=1)[CH2:5][C:6]1[CH:11]=[CH:10][CH:9]=[CH:8][CH:7]=1.C(O[C:36]1(O[Si](C)(C)C)[CH2:38][CH2:37]1)C.C([BH3-])#N.[Na+]. Product: [CH:36]1([NH:1][CH2:2][CH2:3][C@H:4]([NH:12][C:13]2[N:18]=[C:17]([N:19]([CH3:32])[C:20]3[CH:25]=[CH:24][N:23]=[C:22]([C:26]4[CH:31]=[CH:30][CH:29]=[CH:28][CH:27]=4)[N:21]=3)[CH:16]=[CH:15][N:14]=2)[CH2:5][C:6]2[CH:11]=[CH:10][CH:9]=[CH:8][CH:7]=2)[CH2:38][CH2:37]1. The catalyst class is: 467.